Task: Predict the product of the given reaction.. Dataset: Forward reaction prediction with 1.9M reactions from USPTO patents (1976-2016) (1) Given the reactants C(N([CH2:6][CH3:7])CC)C.[O:8]=[C:9]([CH2:15][CH3:16])[CH2:10][CH2:11][C:12]([OH:14])=O.ClC([O:20][CH2:21][CH:22](C)C)=O.Cl.[OH:26][CH:27]1[O:35][C@H:34]([CH2:36][OH:37])[C@@H:32]([OH:33])[C@H:30]([OH:31])[C@@H:28]1[NH2:29].C([O:41][C:42](=O)[CH2:43]CC(=O)CC)(=O)O.[OH2:50].C1C[O:54][CH2:53][CH2:52]1, predict the reaction product. The product is: [C:42]([O:26][CH:27]1[O:35][C@H:34]([CH2:36][O:37][C:6](=[O:50])[CH3:7])[C@@H:32]([O:33][C:21](=[O:20])[CH3:22])[C@H:30]([O:31][C:53](=[O:54])[CH3:52])[C@@H:28]1[NH:29][C:12](=[O:14])[CH2:11][CH2:10][C:9](=[O:8])[CH2:15][CH3:16])(=[O:41])[CH3:43]. (2) Given the reactants [Br:1]Br.[CH3:3][N:4]1[C:12]2[C:11]3([C:22]4[CH:27]=[CH:26][CH:25]=[CH:24][CH:23]=4)[CH2:13][CH2:14][C:15]4([CH:20]([CH3:21])[CH:10]3[CH2:9][CH2:8][C:7]=2[CH:6]=[N:5]1)OCC[O:16]4.C([O-])(=O)C.[Na+], predict the reaction product. The product is: [Br:1][C:6]1[C:7]2[CH2:8][CH2:9][CH:10]3[CH:20]([CH3:21])[C:15](=[O:16])[CH2:14][CH2:13][C:11]3([C:22]3[CH:27]=[CH:26][CH:25]=[CH:24][CH:23]=3)[C:12]=2[N:4]([CH3:3])[N:5]=1.